Dataset: Reaction yield outcomes from USPTO patents with 853,638 reactions. Task: Predict the reaction yield, written as a fraction of the theoretical maximum amount of product (1.0 means a 100% yield; for example, 0.34 means a 34% yield). (1) The reactants are C[O:2][C:3]1[CH:8]=[CH:7][CH:6]=[CH:5][C:4]=1[C:9]([C:11]1[CH:16]=[CH:15][CH:14]=[CH:13][C:12]=1[S:17][CH3:18])=[O:10].[Al+3].[Cl-].[Cl-].[Cl-].C(S)CCCCCCCCCCC.O. The yield is 0.600. The catalyst is CCCCCC.C(OCC)(=O)C. The product is [OH:2][C:3]1[CH:8]=[CH:7][CH:6]=[CH:5][C:4]=1[C:9]([C:11]1[CH:16]=[CH:15][CH:14]=[CH:13][C:12]=1[S:17][CH3:18])=[O:10]. (2) The reactants are [Si]([O:8][CH2:9][CH2:10][N:11]([CH:42]([CH3:44])[CH3:43])[C:12]([C:14]1[C:19]([O:20][CH2:21][C:22]2[CH:27]=[CH:26][CH:25]=[CH:24][CH:23]=2)=[C:18]([OH:28])[N:17]=[C:16]([CH2:29][C:30]2([C:36]3[CH:41]=[CH:40][CH:39]=[CH:38][CH:37]=3)[CH2:35][CH2:34][CH2:33][CH2:32][CH2:31]2)[N:15]=1)=[O:13])(C(C)(C)C)(C)C.Cl. The catalyst is O1CCCC1. The product is [OH:8][CH2:9][CH2:10][N:11]([CH:42]([CH3:44])[CH3:43])[C:12]([C:14]1[C:19]([O:20][CH2:21][C:22]2[CH:27]=[CH:26][CH:25]=[CH:24][CH:23]=2)=[C:18]([OH:28])[N:17]=[C:16]([CH2:29][C:30]2([C:36]3[CH:37]=[CH:38][CH:39]=[CH:40][CH:41]=3)[CH2:35][CH2:34][CH2:33][CH2:32][CH2:31]2)[N:15]=1)=[O:13]. The yield is 0.750. (3) The reactants are [CH3:1][O:2][C:3](=[O:20])[C@H:4]([NH:12][C:13]([O:15][C:16]([CH3:19])([CH3:18])[CH3:17])=[O:14])[C:5]1[CH:10]=[CH:9][C:8](Cl)=[CH:7][CH:6]=1.C1(P(C2CCCCC2)C2C=CC=CC=2C2C(OC)=CC=CC=2OC)CCCCC1.P([O-])([O-])([O-])=O.[K+].[K+].[K+].[C:58]([Si:62]([CH3:100])([CH3:99])[O:63][CH:64]([C:95]([CH3:98])([CH3:97])[CH3:96])[CH2:65][CH2:66][C:67]1[CH:72]=[CH:71][C:70]([C:73]([C:78]2[CH:83]=[CH:82][C:81](B3OC(C)(C)C(C)(C)O3)=[C:80]([CH3:93])[CH:79]=2)([CH2:76][CH3:77])[CH2:74][CH3:75])=[CH:69][C:68]=1[CH3:94])([CH3:61])([CH3:60])[CH3:59]. The catalyst is C1(C)C=CC=CC=1.C([O-])(=O)C.[Pd+2].C([O-])(=O)C.O. The product is [CH3:1][O:2][C:3](=[O:20])[C@H:4]([NH:12][C:13]([O:15][C:16]([CH3:19])([CH3:18])[CH3:17])=[O:14])[C:5]1[CH:10]=[CH:9][C:8]([C:81]2[CH:82]=[CH:83][C:78]([C:73]([C:70]3[CH:71]=[CH:72][C:67]([CH2:66][CH2:65][CH:64]([O:63][Si:62]([C:58]([CH3:61])([CH3:60])[CH3:59])([CH3:99])[CH3:100])[C:95]([CH3:98])([CH3:97])[CH3:96])=[C:68]([CH3:94])[CH:69]=3)([CH2:74][CH3:75])[CH2:76][CH3:77])=[CH:79][C:80]=2[CH3:93])=[CH:7][CH:6]=1. The yield is 0.470. (4) The reactants are [Br:1][C:2]1[C:3](F)=[C:4]2[C:10]([NH:11][C:12](=[O:20])[C:13]3[CH:18]=[CH:17][CH:16]=[C:15]([CH3:19])[CH:14]=3)=[CH:9][NH:8][C:5]2=[N:6][CH:7]=1.[NH:22]1[CH2:27][CH2:26][CH2:25][C@@H:24]([NH:28][C:29](=[O:35])[O:30][C:31]([CH3:34])([CH3:33])[CH3:32])[CH2:23]1. The catalyst is CCCCO. The product is [Br:1][C:2]1[C:3]([N:22]2[CH2:27][CH2:26][CH2:25][C@@H:24]([NH:28][C:29](=[O:35])[O:30][C:31]([CH3:33])([CH3:32])[CH3:34])[CH2:23]2)=[C:4]2[C:10]([NH:11][C:12](=[O:20])[C:13]3[CH:18]=[CH:17][CH:16]=[C:15]([CH3:19])[CH:14]=3)=[CH:9][NH:8][C:5]2=[N:6][CH:7]=1. The yield is 0.470. (5) The reactants are C(N(CC)CC)C.Br.[OH:9][C:10]1[CH:15]=[CH:14][C:13]([CH2:16][CH2:17][CH2:18][NH2:19])=[CH:12][CH:11]=1.I.[NH2:21][C:22]1[C:23]([C:30]([NH:32][C:33](=[NH:36])SC)=[O:31])=[N:24][C:25]([Cl:29])=[C:26]([NH2:28])[N:27]=1.C(OCC)(=O)C. The catalyst is C1COCC1.CO. The product is [ClH:29].[OH:9][C:10]1[CH:11]=[CH:12][C:13]([CH2:16][CH2:17][CH2:18][NH:19][C:33]([NH:32][C:30]([C:23]2[C:22]([NH2:21])=[N:27][C:26]([NH2:28])=[C:25]([Cl:29])[N:24]=2)=[O:31])=[NH:36])=[CH:14][CH:15]=1. The yield is 0.310. (6) The catalyst is CN(C=O)C.O. The reactants are [NH2:1][C:2]1[CH:7]=[CH:6][CH:5]=[CH:4][C:3]=1[NH:8][C:9](=[O:22])[C:10]1[CH:15]=[CH:14][C:13]([CH:16]2[CH2:21][CH2:20][NH:19][CH2:18][CH2:17]2)=[CH:12][CH:11]=1.[C:23](=O)([O-])[O-].[K+].[K+].IC. The yield is 0.320. The product is [NH2:1][C:2]1[CH:7]=[CH:6][CH:5]=[CH:4][C:3]=1[NH:8][C:9](=[O:22])[C:10]1[CH:15]=[CH:14][C:13]([CH:16]2[CH2:21][CH2:20][N:19]([CH3:23])[CH2:18][CH2:17]2)=[CH:12][CH:11]=1. (7) The reactants are C1(C)C=CC(C([C@@](C(O)=O)(O)[C@@](C(C2C=CC(C)=CC=2)=O)(O)C(O)=O)=O)=CC=1.[CH2:29]([N:36]1[CH2:41][CH2:40][CH:39]([CH3:42])[CH:38]([NH:43][CH3:44])[CH2:37]1)[C:30]1[CH:35]=[CH:34][CH:33]=[CH:32][CH:31]=1.[CH2:29]([N:36]1[CH2:41][CH2:40][CH:39]([CH3:42])[CH:38]([NH:43][CH3:44])[CH2:37]1)[C:30]1[CH:31]=[CH:32][CH:33]=[CH:34][CH:35]=1.Cl[C:62]1[C:63]2[O:70][CH:69]=[CH:68][C:64]=2[N:65]=[CH:66][N:67]=1.C(=O)([O-])[O-].[K+].[K+]. The catalyst is O. The product is [CH2:29]([N:36]1[CH2:41][CH2:40][C@@H:39]([CH3:42])[C@@H:38]([N:43]([CH3:44])[C:62]2[C:63]3[O:70][CH:69]=[CH:68][C:64]=3[N:65]=[CH:66][N:67]=2)[CH2:37]1)[C:30]1[CH:31]=[CH:32][CH:33]=[CH:34][CH:35]=1. The yield is 0.721. (8) The reactants are [CH:1]([NH:4][C:5]([C@@H:7]1[CH2:12][CH2:11][C@H:10]([N:13]2[C:21]3[CH:20]=[C:19]([O:22][CH2:23][CH2:24][N:25]4[CH2:30][CH2:29][CH2:28][CH2:27][CH2:26]4)[N:18]=[CH:17][C:16]=3[NH:15]/[C:14]/2=[N:31]\C(C2C=CC3C=CSC=3C=2)=O)[CH2:9][CH2:8]1)=[O:6])([CH3:3])[CH3:2].[C:43]([C:46]1[CH:54]=[CH:53][C:49]([C:50](O)=[O:51])=[CH:48][CH:47]=1)(=[O:45])[NH2:44]. No catalyst specified. The yield is 0.119. The product is [CH:1]([NH:4][C:5]([C@@H:7]1[CH2:8][CH2:9][C@H:10]([N:13]2[C:21]3[CH:20]=[C:19]([O:22][CH2:23][CH2:24][N:25]4[CH2:30][CH2:29][CH2:28][CH2:27][CH2:26]4)[N:18]=[CH:17][C:16]=3[NH:15]/[C:14]/2=[N:31]\[C:50](=[O:51])[C:49]2[CH:53]=[CH:54][C:46]([C:43]([NH2:44])=[O:45])=[CH:47][CH:48]=2)[CH2:11][CH2:12]1)=[O:6])([CH3:3])[CH3:2].